This data is from Forward reaction prediction with 1.9M reactions from USPTO patents (1976-2016). The task is: Predict the product of the given reaction. (1) The product is: [NH:22]1[CH2:23][CH2:24][CH:25]([O:28][C:29](=[O:43])[NH:30][C:31]2[CH:36]=[CH:35][CH:34]=[CH:33][C:32]=2[C:37]2[CH:42]=[CH:41][CH:40]=[CH:39][CH:38]=2)[CH2:26][CH2:27]1. Given the reactants OC1CCN(CC2C=CC=CC=2)CC1.C([N:22]1[CH2:27][CH2:26][CH:25]([O:28][C:29](=[O:43])[NH:30][C:31]2[CH:36]=[CH:35][CH:34]=[CH:33][C:32]=2[C:37]2[CH:42]=[CH:41][CH:40]=[CH:39][CH:38]=2)[CH2:24][CH2:23]1)C1C=CC=CC=1.Cl.C([O-])=O.[NH4+], predict the reaction product. (2) Given the reactants Cl[C:2]1[CH:7]=[CH:6][N:5]=[C:4]([CH2:8][N:9]2[C:17]3[CH:16]=[CH:15][C:14]([C:18]#[N:19])=[CH:13][C:12]=3[C:11]3[CH2:20][C@H:21]([NH:23][C:24](=[O:29])[O:25][CH:26]([CH3:28])[CH3:27])[CH2:22][C:10]2=3)[C:3]=1[O:30][CH3:31], predict the reaction product. The product is: [CH:26]([O:25][C:24](=[O:29])[NH:23][C@@H:21]1[CH2:22][C:10]2[N:9]([CH2:8][C:4]3[C:3]([O:30][CH3:31])=[CH:2][CH:7]=[CH:6][N:5]=3)[C:17]3[CH:16]=[CH:15][C:14]([C:18]#[N:19])=[CH:13][C:12]=3[C:11]=2[CH2:20]1)([CH3:28])[CH3:27]. (3) Given the reactants Cl[C:2]1[C:3](=[O:15])[N:4]([C:8]2[CH:13]=[CH:12][C:11]([F:14])=[CH:10][CH:9]=2)[CH:5]=[CH:6][N:7]=1.CCOC(C)=O.[CH3:22][N:23]1CCCC1=O, predict the reaction product. The product is: [F:14][C:11]1[CH:12]=[CH:13][C:8]([N:4]2[CH:5]=[CH:6][N:7]=[C:2]([C:22]#[N:23])[C:3]2=[O:15])=[CH:9][CH:10]=1. (4) The product is: [ClH:14].[Cl:14][C:15]1[CH:16]=[C:17]([O:9][CH:7]2[CH2:8][N:3]([CH2:1][CH3:2])[CH2:4][C:5]3[S:12][C:11]([CH3:13])=[CH:10][C:6]2=3)[CH:18]=[CH:19][C:20]=1[Cl:21]. Given the reactants [CH2:1]([N:3]1[CH2:8][CH:7]([OH:9])[C:6]2[CH:10]=[C:11]([CH3:13])[S:12][C:5]=2[CH2:4]1)[CH3:2].[Cl:14][C:15]1[CH:16]=[C:17](F)[CH:18]=[CH:19][C:20]=1[Cl:21], predict the reaction product. (5) Given the reactants [NH2:1][C:2]1[C:10]([I:11])=[C:9]([CH3:12])[CH:8]=[CH:7][C:3]=1[C:4]([OH:6])=[O:5].[C:13](OC(=O)C)(=O)[CH3:14], predict the reaction product. The product is: [I:11][C:10]1[C:2]2[N:1]=[C:13]([CH3:14])[O:5][C:4](=[O:6])[C:3]=2[CH:7]=[CH:8][C:9]=1[CH3:12].